This data is from Peptide-MHC class I binding affinity with 185,985 pairs from IEDB/IMGT. The task is: Regression. Given a peptide amino acid sequence and an MHC pseudo amino acid sequence, predict their binding affinity value. This is MHC class I binding data. The peptide sequence is FLRGRAYGI. The MHC is Mamu-B08 with pseudo-sequence Mamu-B08. The binding affinity (normalized) is 0.